From a dataset of Reaction yield outcomes from USPTO patents with 853,638 reactions. Predict the reaction yield, written as a fraction of the theoretical maximum amount of product (1.0 means a 100% yield; for example, 0.34 means a 34% yield). The reactants are O[C:2]1[N:7]=[C:6]([C:8]2[C:16]3[C:11](=[N:12][CH:13]=[C:14]([C:17]([F:20])([F:19])[F:18])[CH:15]=3)[N:10]([S:21]([C:24]3[CH:30]=[CH:29][C:27]([CH3:28])=[CH:26][CH:25]=3)(=[O:23])=[O:22])[CH:9]=2)[C:5]([C:31]#[N:32])=[CH:4][N:3]=1.P(Cl)(Cl)([Cl:35])=O. No catalyst specified. The product is [Cl:35][C:2]1[N:7]=[C:6]([C:8]2[C:16]3[C:11](=[N:12][CH:13]=[C:14]([C:17]([F:20])([F:19])[F:18])[CH:15]=3)[N:10]([S:21]([C:24]3[CH:30]=[CH:29][C:27]([CH3:28])=[CH:26][CH:25]=3)(=[O:23])=[O:22])[CH:9]=2)[C:5]([C:31]#[N:32])=[CH:4][N:3]=1. The yield is 0.780.